Dataset: Full USPTO retrosynthesis dataset with 1.9M reactions from patents (1976-2016). Task: Predict the reactants needed to synthesize the given product. (1) Given the product [C:1]1([C:19]2[CH:24]=[CH:23][CH:22]=[CH:21][CH:20]=2)[CH:6]=[CH:5][C:4]([S:7]([NH:10][CH:11]([CH2:16][CH:17]([OH:26])[CH2:18][S:61][C:58]2[CH:59]=[CH:60][CH:55]=[CH:56][CH:57]=2)[C:12]([OH:14])=[O:13])(=[O:9])=[O:8])=[CH:3][CH:2]=1, predict the reactants needed to synthesize it. The reactants are: [C:1]1([C:19]2[CH:24]=[CH:23][CH:22]=[CH:21][CH:20]=2)[CH:6]=[CH:5][C:4]([S:7]([NH:10][CH:11]([CH2:16][CH:17]=[CH2:18])[C:12]([O:14]C)=[O:13])(=[O:9])=[O:8])=[CH:3][CH:2]=1.C[O:26]C(=O)CN(CC=C)C(OC(C)(C)C)=O.FC(F)(F)C(O)=O.C(N(CC)CC)C.[C:55]1(C2C=CC=CC=2)[CH:60]=[CH:59][C:58]([S:61](Cl)(=O)=O)=[CH:57][CH:56]=1. (2) The reactants are: [C:1]([C:5]1[CH:10]=[CH:9][C:8]([C:11]2[NH:15][C:14]([O:16]C)=[N:13][N:12]=2)=[CH:7][CH:6]=1)([CH3:4])([CH3:3])[CH3:2]. Given the product [C:1]([C:5]1[CH:6]=[CH:7][C:8]([C:11]2[NH:15][C:14]([OH:16])=[N:13][N:12]=2)=[CH:9][CH:10]=1)([CH3:4])([CH3:2])[CH3:3], predict the reactants needed to synthesize it. (3) Given the product [F:19][C:20]1[CH:21]=[C:22]([N:23]2[N:8]=[N:9][C:10]([C:13]3[CH:18]=[CH:17][CH:16]=[CH:15][N:14]=3)=[N:11]2)[CH:24]=[C:25]([F:27])[CH:26]=1, predict the reactants needed to synthesize it. The reactants are: ClC1C=C([N:8]2N=[N:11][C:10]([C:13]3[CH:18]=[CH:17][CH:16]=[CH:15][N:14]=3)=[N:9]2)C=CC=1.[F:19][C:20]1[CH:21]=[C:22]([CH:24]=[C:25]([F:27])[CH:26]=1)[NH2:23].N1C=CC=CC=1C=O.